This data is from NCI-60 drug combinations with 297,098 pairs across 59 cell lines. The task is: Regression. Given two drug SMILES strings and cell line genomic features, predict the synergy score measuring deviation from expected non-interaction effect. (1) Drug 2: CC1=C(C(=O)C2=C(C1=O)N3CC4C(C3(C2COC(=O)N)OC)N4)N. Synergy scores: CSS=72.3, Synergy_ZIP=1.98, Synergy_Bliss=1.26, Synergy_Loewe=4.83, Synergy_HSA=7.02. Cell line: HCT116. Drug 1: COC1=CC(=CC(=C1O)OC)C2C3C(COC3=O)C(C4=CC5=C(C=C24)OCO5)OC6C(C(C7C(O6)COC(O7)C8=CC=CS8)O)O. (2) Drug 1: CC12CCC3C(C1CCC2=O)CC(=C)C4=CC(=O)C=CC34C. Cell line: NCI-H460. Synergy scores: CSS=51.1, Synergy_ZIP=-2.73, Synergy_Bliss=-5.32, Synergy_Loewe=-8.63, Synergy_HSA=-2.07. Drug 2: CC1=C(C(=O)C2=C(C1=O)N3CC4C(C3(C2COC(=O)N)OC)N4)N. (3) Drug 1: CN1C2=C(C=C(C=C2)N(CCCl)CCCl)N=C1CCCC(=O)O.Cl. Drug 2: CC1CCC2CC(C(=CC=CC=CC(CC(C(=O)C(C(C(=CC(C(=O)CC(OC(=O)C3CCCCN3C(=O)C(=O)C1(O2)O)C(C)CC4CCC(C(C4)OC)O)C)C)O)OC)C)C)C)OC. Cell line: CAKI-1. Synergy scores: CSS=47.5, Synergy_ZIP=-5.35, Synergy_Bliss=-4.87, Synergy_Loewe=-7.86, Synergy_HSA=-2.05.